Predict which catalyst facilitates the given reaction. From a dataset of Catalyst prediction with 721,799 reactions and 888 catalyst types from USPTO. (1) Reactant: [CH2:1]([C@:8]12[CH2:18][CH:17]=[C:16]([C:19]3[CH:24]=[CH:23][CH:22]=[CH:21][CH:20]=3)[CH2:15][C@H:14]1[CH2:13][CH2:12][CH2:11][C:10]1[CH:25]=[C:26]([O:29]S(C(F)(F)F)(=O)=O)[CH:27]=[CH:28][C:9]2=1)[C:2]1[CH:7]=[CH:6][CH:5]=[CH:4][CH:3]=1.[CH2:37]([C@@:44]12[CH2:54][CH:53]=[C:52]([C:55]3[CH:60]=[CH:59][CH:58]=[CH:57][CH:56]=3)[CH2:51][C@@H:50]1[CH2:49][CH2:48][CH2:47][C:46]1[CH:61]=[C:62]([O:65]S(C(F)(F)F)(=O)=O)[CH:63]=[CH:64][C:45]2=1)[C:38]1[CH:43]=[CH:42][CH:41]=[CH:40][CH:39]=1.[CH3:73][OH:74]. Product: [CH3:73][O:74][C:62]([C:26]1[CH:25]=[CH:10][C:9]2[C@@:8]3([CH2:1][C:2]4[CH:7]=[CH:6][CH:5]=[CH:4][CH:3]=4)[CH2:18][CH:17]=[C:16]([C:19]4[CH:24]=[CH:23][CH:22]=[CH:21][CH:20]=4)[CH2:15][C@H:14]3[CH2:13][CH2:12][CH2:11][C:28]=2[CH:27]=1)=[O:65].[CH3:73][O:74][C:26]([C:62]1[CH:61]=[CH:46][C:45]2[C@:44]3([CH2:37][C:38]4[CH:43]=[CH:42][CH:41]=[CH:40][CH:39]=4)[CH2:54][CH:53]=[C:52]([C:55]4[CH:60]=[CH:59][CH:58]=[CH:57][CH:56]=4)[CH2:51][C@@H:50]3[CH2:49][CH2:48][CH2:47][C:64]=2[CH:63]=1)=[O:29]. The catalyst class is: 431. (2) Reactant: C[O:2][C:3]1[CH:8]=[C:7]([O:9]C)[CH:6]=[CH:5][C:4]=1[C:11]([C:16]1[CH:21]=[CH:20][C:19]([CH:22]([CH3:24])[CH3:23])=[CH:18][CH:17]=1)(O)[CH:12]([CH3:14])[CH3:13].C(=O)([O-])O.[Na+]. Product: [CH:22]([C:19]1[CH:18]=[CH:17][C:16]([CH:11]2[C:4]3[CH:5]=[CH:6][C:7]([OH:9])=[CH:8][C:3]=3[O:2][C:12]2([CH3:14])[CH3:13])=[CH:21][CH:20]=1)([CH3:24])[CH3:23]. The catalyst class is: 201. (3) Reactant: [CH2:1]([O:3][C:4]([C:6]1[NH:7][N:8]=[C:9]([C:11]2[CH:16]=[CH:15][CH:14]=[CH:13][CH:12]=2)[CH:10]=1)=[O:5])[CH3:2].I[CH2:18][CH3:19].[H-].[Li+]. Product: [CH2:1]([O:3][C:4]([C:6]1[N:7]([CH2:18][CH3:19])[N:8]=[C:9]([C:11]2[CH:16]=[CH:15][CH:14]=[CH:13][CH:12]=2)[CH:10]=1)=[O:5])[CH3:2]. The catalyst class is: 3. (4) Reactant: [F:1][C:2]1[C:7]([N:8]2[C:12]([S:13]([C:16]3[CH:21]=[CH:20][CH:19]=[C:18]([O:22][CH3:23])[CH:17]=3)(=[O:15])=[O:14])=[CH:11][C:10]([CH2:24][N:25](C)[C:26](=O)OC(C)(C)C)=[N:9]2)=[CH:6][CH:5]=[CH:4][N:3]=1.C(OCC)(=O)C.C(OCC)(=O)C.[ClH:46]. Product: [ClH:46].[F:1][C:2]1[C:7]([N:8]2[C:12]([S:13]([C:16]3[CH:21]=[CH:20][CH:19]=[C:18]([O:22][CH3:23])[CH:17]=3)(=[O:14])=[O:15])=[CH:11][C:10]([CH2:24][NH:25][CH3:26])=[N:9]2)=[CH:6][CH:5]=[CH:4][N:3]=1. The catalyst class is: 41. (5) Reactant: [H-].[Na+].[CH:3]12[C:12](=[O:13])[NH:11][CH:10]1[CH2:9][CH2:8][CH:7]=[CH:6][CH2:5][CH2:4]2.Br[CH2:15][C:16]([OH:18])=[O:17].CN(C=O)C. Product: [O:13]=[C:12]1[CH:3]2[CH:10]([CH2:9][CH2:8][CH:7]=[CH:6][CH2:5][CH2:4]2)[N:11]1[CH2:15][C:16]([OH:18])=[O:17]. The catalyst class is: 1. (6) Reactant: [NH2:1][C:2]1[CH:3]=[CH:4][C:5]2[C:6]3[N:14]=[C:13]([C:15]4[CH:20]=[CH:19][CH:18]=[C:17]([C:21]([F:24])([F:23])[F:22])[CH:16]=4)[CH:12]=[C:11]([C:25]([NH2:27])=[O:26])[C:7]=3[NH:8][C:9]=2[CH:10]=1.[CH3:28][N:29]1[CH2:34][CH2:33][C:32](=O)[CH2:31][CH2:30]1. Product: [CH3:28][N:29]1[CH2:34][CH2:33][CH:32]([NH:1][C:2]2[CH:3]=[CH:4][C:5]3[C:6]4[N:14]=[C:13]([C:15]5[CH:20]=[CH:19][CH:18]=[C:17]([C:21]([F:24])([F:23])[F:22])[CH:16]=5)[CH:12]=[C:11]([C:25]([NH2:27])=[O:26])[C:7]=4[NH:8][C:9]=3[CH:10]=2)[CH2:31][CH2:30]1. The catalyst class is: 5.